This data is from Catalyst prediction with 721,799 reactions and 888 catalyst types from USPTO. The task is: Predict which catalyst facilitates the given reaction. (1) Reactant: [N:1]1[CH:6]=[CH:5][CH:4]=[C:3]([C:7]2[N:8]=[CH:9][N:10]([C:12]3[CH:13]=[N:14][NH:15][C:16]=3[NH2:17])[CH:11]=2)[CH:2]=1.[CH2:18]([CH:20]([C:26](=O)[CH3:27])[C:21](OCC)=[O:22])[CH3:19]. Product: [CH2:26]([C:20]1[C:21](=[O:22])[N:15]2[N:14]=[CH:13][C:12]([N:10]3[CH:11]=[C:7]([C:3]4[CH:2]=[N:1][CH:6]=[CH:5][CH:4]=4)[N:8]=[CH:9]3)=[C:16]2[NH:17][C:18]=1[CH3:19])[CH3:27]. The catalyst class is: 52. (2) Reactant: [CH:1]1([NH:4][C:5]([C:7]2[CH:8]=[C:9]([F:31])[C:10]([CH3:30])=[C:11]([C:13]3[C:14]([C:27](O)=[O:28])=[CH:15][C:16]([C:19]([NH:21][CH2:22][C:23]([CH3:26])([CH3:25])[CH3:24])=[O:20])=[CH:17][CH:18]=3)[CH:12]=2)=[O:6])[CH2:3][CH2:2]1.CN(C(ON1N=NC2C=CC=CC1=2)=[N+](C)C)C.F[P-](F)(F)(F)(F)F.CCN(CC)CC.[NH2:63][CH2:64][CH2:65][C:66]1[CH:71]=[CH:70][C:69]([S:72]([NH2:75])(=[O:74])=[O:73])=[CH:68][CH:67]=1. Product: [NH2:75][S:72]([C:69]1[CH:68]=[CH:67][C:66]([CH2:65][CH2:64][NH:63][C:27]([C:14]2[C:13]([C:11]3[C:10]([CH3:30])=[C:9]([F:31])[CH:8]=[C:7]([C:5]([NH:4][CH:1]4[CH2:2][CH2:3]4)=[O:6])[CH:12]=3)=[CH:18][CH:17]=[C:16]([C:19]([NH:21][CH2:22][C:23]([CH3:26])([CH3:25])[CH3:24])=[O:20])[CH:15]=2)=[O:28])=[CH:71][CH:70]=1)(=[O:73])=[O:74]. The catalyst class is: 3. (3) Reactant: [F:1][C:2]1[CH:7]=[CH:6][C:5]([C:8]2([CH3:39])[CH:17]([CH2:18][CH2:19][CH2:20][CH2:21][CH2:22][CH2:23][CH2:24][CH2:25][CH2:26][S:27][CH2:28][CH2:29][CH2:30][C:31]([F:37])([F:36])[C:32]([F:35])([F:34])[F:33])[C:16]3[C:11](=[CH:12][C:13]([OH:38])=[CH:14][CH:15]=3)[S:10][CH2:9]2)=[CH:4][CH:3]=1.O.CCCCCC.C(OCC)(=[O:49])C. Product: [F:1][C:2]1[CH:7]=[CH:6][C:5]([C:8]2([CH3:39])[CH:17]([CH2:18][CH2:19][CH2:20][CH2:21][CH2:22][CH2:23][CH2:24][CH2:25][CH2:26][S:27]([CH2:28][CH2:29][CH2:30][C:31]([F:37])([F:36])[C:32]([F:33])([F:34])[F:35])=[O:49])[C:16]3[C:11](=[CH:12][C:13]([OH:38])=[CH:14][CH:15]=3)[S:10][CH2:9]2)=[CH:4][CH:3]=1. The catalyst class is: 7. (4) Reactant: B([O-])=O.[Li+].[Cl:5][C:6]1[CH:7]=[C:8]([CH:25]=[CH:26][C:27]=1[Cl:28])[CH2:9][NH:10][C:11](=[O:24])[NH:12][C:13]1[S:14][CH:15]=[C:16]([CH2:18][C:19](OCC)=[O:20])[N:17]=1.[Cl-].[NH4+]. Product: [Cl:5][C:6]1[CH:7]=[C:8]([CH:25]=[CH:26][C:27]=1[Cl:28])[CH2:9][NH:10][C:11]([NH:12][C:13]1[S:14][CH:15]=[C:16]([CH2:18][CH2:19][OH:20])[N:17]=1)=[O:24]. The catalyst class is: 20. (5) Reactant: C(OC(=O)[NH:7][CH:8]([C:12](=[O:23])[NH:13][C:14]1[S:15][C:16]([C:19]([CH3:22])([CH3:21])[CH3:20])=[N:17][N:18]=1)[CH2:9][CH2:10][CH3:11])(C)(C)C.Cl. Product: [C:19]([C:16]1[S:15][C:14]([NH:13][C:12](=[O:23])[CH:8]([NH2:7])[CH2:9][CH2:10][CH3:11])=[N:18][N:17]=1)([CH3:21])([CH3:20])[CH3:22]. The catalyst class is: 12.